This data is from Catalyst prediction with 721,799 reactions and 888 catalyst types from USPTO. The task is: Predict which catalyst facilitates the given reaction. (1) Reactant: Cl.[CH2:2]([O:9][C:10]1[CH:19]=[C:18]2[C:13]([C:14]([Cl:20])=[N:15][CH:16]=[N:17]2)=[CH:12][C:11]=1[O:21][CH3:22])[C:3]1[CH:8]=[CH:7][CH:6]=[CH:5][CH:4]=1.[Cl:23][C:24]1[C:30]([OH:31])=[CH:29][C:27]([NH2:28])=[C:26]([F:32])[CH:25]=1. Product: [ClH:20].[CH2:2]([O:9][C:10]1[CH:19]=[C:18]2[C:13]([C:14]([NH:28][C:27]3[CH:29]=[C:30]([OH:31])[C:24]([Cl:23])=[CH:25][C:26]=3[F:32])=[N:15][CH:16]=[N:17]2)=[CH:12][C:11]=1[O:21][CH3:22])[C:3]1[CH:8]=[CH:7][CH:6]=[CH:5][CH:4]=1. The catalyst class is: 32. (2) Reactant: [CH:1]1([N:5]2[CH2:11][CH2:10][C:9]3[CH:12]=[C:13]([O:16][C:17]4[N:18]=[CH:19][C:20]([C:23](Cl)=[O:24])=[N:21][CH:22]=4)[CH:14]=[CH:15][C:8]=3[CH2:7][CH2:6]2)[CH2:4][CH2:3][CH2:2]1.[CH3:26][NH2:27]. Product: [CH3:26][NH:27][C:23]([C:20]1[CH:19]=[N:18][C:17]([O:16][C:13]2[CH:14]=[CH:15][C:8]3[CH2:7][CH2:6][N:5]([CH:1]4[CH2:4][CH2:3][CH2:2]4)[CH2:11][CH2:10][C:9]=3[CH:12]=2)=[CH:22][N:21]=1)=[O:24]. The catalyst class is: 4. (3) Reactant: [C:1]([C:3]1[C:4]([CH:19]([C:23]2[CH:28]=[CH:27][C:26]([Cl:29])=[C:25]([Cl:30])[CH:24]=2)[CH2:20][CH:21]=[CH2:22])=[C:5]([C:14]([O:16]CC)=[O:15])[S:6][C:7]=1[N:8]1[CH2:13][CH2:12][O:11][CH2:10][CH2:9]1)#[N:2].[OH-].[Na+]. Product: [C:1]([C:3]1[C:4]([CH:19]([C:23]2[CH:28]=[CH:27][C:26]([Cl:29])=[C:25]([Cl:30])[CH:24]=2)[CH2:20][CH:21]=[CH2:22])=[C:5]([C:14]([OH:16])=[O:15])[S:6][C:7]=1[N:8]1[CH2:9][CH2:10][O:11][CH2:12][CH2:13]1)#[N:2]. The catalyst class is: 670.